From a dataset of Full USPTO retrosynthesis dataset with 1.9M reactions from patents (1976-2016). Predict the reactants needed to synthesize the given product. (1) Given the product [N:4]1[CH:3]=[C:2]([CH:10]=[CH:9][C:8]([O:12][CH2:13][CH3:14])=[O:11])[CH:7]=[N:6][CH:5]=1, predict the reactants needed to synthesize it. The reactants are: Br[C:2]1[CH:3]=[N:4][CH:5]=[N:6][CH:7]=1.[C:8]([O:12][CH2:13][CH3:14])(=[O:11])[CH:9]=[CH2:10].C(N(CC)CC)C. (2) Given the product [CH3:1][O:2][C:3](=[O:20])[C:4]1[CH:9]=[CH:8][C:7]([O:10][C@H:11]2[CH2:15][C@H:14]([OH:16])[CH:13]=[CH:12]2)=[CH:6][CH:5]=1, predict the reactants needed to synthesize it. The reactants are: [CH3:1][O:2][C:3](=[O:20])[C:4]1[CH:9]=[CH:8][C:7]([O:10][CH:11]2[CH2:15][CH:14]([O:16]C(=O)C)[CH:13]=[CH:12]2)=[CH:6][CH:5]=1.C(=O)([O-])[O-].[K+].[K+]. (3) Given the product [Cl:1][C:2]1[CH:7]=[CH:6][C:5]([N:8]([C:12]2[C:17]3[N:18]([CH3:31])[C:19](=[O:30])[NH:20][C:16]=3[CH:15]=[CH:14][CH:13]=2)[CH:9]([CH3:11])[CH3:10])=[CH:4][CH:3]=1, predict the reactants needed to synthesize it. The reactants are: [Cl:1][C:2]1[CH:7]=[CH:6][C:5]([N:8]([C:12]2[C:17]3[N:18]([CH3:31])[C:19](=[O:30])[N:20](CC4C=CC(OC)=CC=4)[C:16]=3[CH:15]=[CH:14][CH:13]=2)[CH:9]([CH3:11])[CH3:10])=[CH:4][CH:3]=1.FC(F)(F)C(O)=O. (4) Given the product [Si:15]([O:14][CH:13]1[C:22]2([CH2:24][CH2:23]2)[C:25](=[O:26])[NH:11][C@H:12]1[CH3:32])([C:18]([CH3:21])([CH3:20])[CH3:19])([CH3:17])[CH3:16], predict the reactants needed to synthesize it. The reactants are: C(OC([NH:11][C@@H:12]([CH3:32])[CH:13]([C:22]1([C:25](OC(C)(C)C)=[O:26])[CH2:24][CH2:23]1)[O:14][Si:15]([C:18]([CH3:21])([CH3:20])[CH3:19])([CH3:17])[CH3:16])=O)C1C=CC=CC=1. (5) Given the product [NH2:27][C:18]1[CH:19]=[C:20]([C:23]([F:25])([F:24])[F:26])[CH:21]=[CH:22][C:17]=1[S:14]([NH:13][C:10]1[CH:11]=[CH:12][C:3]([O:2][CH3:1])=[C:4]2[C:9]=1[N:8]=[CH:7][CH:6]=[CH:5]2)(=[O:15])=[O:16], predict the reactants needed to synthesize it. The reactants are: [CH3:1][O:2][C:3]1[CH:12]=[CH:11][C:10]([NH:13][S:14]([C:17]2[CH:22]=[CH:21][C:20]([C:23]([F:26])([F:25])[F:24])=[CH:19][C:18]=2[N+:27]([O-])=O)(=[O:16])=[O:15])=[C:9]2[C:4]=1[CH:5]=[CH:6][CH:7]=[N:8]2.Cl[Sn]Cl.